Dataset: Catalyst prediction with 721,799 reactions and 888 catalyst types from USPTO. Task: Predict which catalyst facilitates the given reaction. (1) Reactant: [CH3:1][O:2][C:3]1[CH:11]=[C:10]2[C:6]([CH:7]=[CH:8][NH:9]2)=[CH:5][CH:4]=1.ClS([N:16]=[C:17]=O)(=O)=O. Product: [CH3:1][O:2][C:3]1[CH:11]=[C:10]2[C:6]([C:7]([C:17]#[N:16])=[CH:8][NH:9]2)=[CH:5][CH:4]=1. The catalyst class is: 3. (2) Reactant: [CH3:1][C:2]([C:10]1[CH:11]=[C:12]([CH:17]=[CH:18][CH:19]=1)[C:13]([O:15]C)=[O:14])([CH3:9])[C:3]#[C:4][Si](C)(C)C.C1COCC1.CO.[OH-].[Li+]. Product: [CH3:9][C:2]([C:10]1[CH:11]=[C:12]([CH:17]=[CH:18][CH:19]=1)[C:13]([OH:15])=[O:14])([CH3:1])[C:3]#[CH:4]. The catalyst class is: 161. (3) Reactant: C[O:2][C:3]([C:5]1[C:6](=[O:25])[NH:7][C:8]2[C:13]([CH:14]=1)=[CH:12][C:11]([O:15][CH2:16][CH2:17][O:18][CH2:19][CH2:20][O:21][CH3:22])=[C:10]([O:23][CH3:24])[CH:9]=2)=[O:4].[OH-].[Li+].CO.ClCCl. Product: [CH3:24][O:23][C:10]1[CH:9]=[C:8]2[C:13]([CH:14]=[C:5]([C:3]([OH:4])=[O:2])[C:6](=[O:25])[NH:7]2)=[CH:12][C:11]=1[O:15][CH2:16][CH2:17][O:18][CH2:19][CH2:20][O:21][CH3:22]. The catalyst class is: 30. (4) Reactant: F[C:2]1[N:7]=[CH:6][C:5]([C:8]2[C:9]([CH3:27])=[N:10][CH:11]=[C:12]([NH:14][C:15](=[O:26])[C:16]3[CH:21]=[CH:20][CH:19]=[C:18]([C:22]([F:25])([F:24])[F:23])[CH:17]=3)[CH:13]=2)=[CH:4][C:3]=1[N:28]1[CH2:33][CH2:32][O:31][CH2:30][CH2:29]1.[O:34]([CH2:38][CH2:39][OH:40])[CH2:35][CH2:36][OH:37].[H-].[Na+]. Product: [OH:37][CH2:36][CH2:35][O:34][CH2:38][CH2:39][O:40][C:2]1[N:7]=[CH:6][C:5]([C:8]2[C:9]([CH3:27])=[N:10][CH:11]=[C:12]([NH:14][C:15](=[O:26])[C:16]3[CH:21]=[CH:20][CH:19]=[C:18]([C:22]([F:23])([F:25])[F:24])[CH:17]=3)[CH:13]=2)=[CH:4][C:3]=1[N:28]1[CH2:29][CH2:30][O:31][CH2:32][CH2:33]1. The catalyst class is: 1. (5) Reactant: [Cl:1][C:2]1[CH:3]=[C:4]([C:10]2([C:33]([F:36])([F:35])[F:34])[O:14][N:13]=[C:12]([C:15]3[CH:20]=[CH:19][C:18]([C:21]4([F:32])[CH2:24][N:23]([C:25]([CH:27]5[CH2:30][S:29](=[O:31])[CH2:28]5)=[O:26])[CH2:22]4)=[CH:17][CH:16]=3)[CH2:11]2)[CH:5]=[C:6]([Cl:9])[C:7]=1[F:8].[OH:37]OS([O-])=O.[K+]. Product: [Cl:9][C:6]1[CH:5]=[C:4]([C:10]2([C:33]([F:35])([F:36])[F:34])[O:14][N:13]=[C:12]([C:15]3[CH:16]=[CH:17][C:18]([C:21]4([F:32])[CH2:22][N:23]([C:25]([CH:27]5[CH2:28][S:29](=[O:37])(=[O:31])[CH2:30]5)=[O:26])[CH2:24]4)=[CH:19][CH:20]=3)[CH2:11]2)[CH:3]=[C:2]([Cl:1])[C:7]=1[F:8]. The catalyst class is: 24.